From a dataset of Peptide-MHC class I binding affinity with 185,985 pairs from IEDB/IMGT. Regression. Given a peptide amino acid sequence and an MHC pseudo amino acid sequence, predict their binding affinity value. This is MHC class I binding data. (1) The peptide sequence is ALFEDYPGC. The MHC is HLA-A31:01 with pseudo-sequence HLA-A31:01. The binding affinity (normalized) is 0.0847. (2) The peptide sequence is DILQMREII. The MHC is HLA-A02:01 with pseudo-sequence HLA-A02:01. The binding affinity (normalized) is 0.250. (3) The MHC is HLA-B45:01 with pseudo-sequence HLA-B45:01. The binding affinity (normalized) is 0.712. The peptide sequence is EELMKSPEA. (4) The binding affinity (normalized) is 0.480. The peptide sequence is YVDRFYKTL. The MHC is HLA-A02:07 with pseudo-sequence HLA-A02:07. (5) The peptide sequence is HLDGEVLSL. The MHC is HLA-A02:03 with pseudo-sequence HLA-A02:03. The binding affinity (normalized) is 0.549. (6) The binding affinity (normalized) is 0.0756. The MHC is HLA-A24:02 with pseudo-sequence HLA-A24:02. The peptide sequence is TYTILNRKA.